This data is from Full USPTO retrosynthesis dataset with 1.9M reactions from patents (1976-2016). The task is: Predict the reactants needed to synthesize the given product. (1) Given the product [O:14]1[CH2:15][CH2:16][N:11]([CH2:10][CH2:9][NH:8][C:5]2[CH:4]=[CH:3][C:2]([C:22]#[C:21][Si:17]([CH3:20])([CH3:19])[CH3:18])=[CH:7][N:6]=2)[CH2:12][CH2:13]1, predict the reactants needed to synthesize it. The reactants are: I[C:2]1[CH:3]=[CH:4][C:5]([NH:8][CH2:9][CH2:10][N:11]2[CH2:16][CH2:15][O:14][CH2:13][CH2:12]2)=[N:6][CH:7]=1.[Si:17]([C:21]#[CH:22])([CH3:20])([CH3:19])[CH3:18].C(N(CC)CC)C. (2) Given the product [CH:31]12[CH:39]([CH2:2][O:4][C:5](=[O:11])[NH:13][C:14]3[CH:15]=[CH:16][C:17]([C:20]#[C:21][C:22]#[N:23])=[CH:18][CH:19]=3)[CH:38]1[CH2:37][CH2:36][C:35]#[C:34][CH2:33][CH2:32]2, predict the reactants needed to synthesize it. The reactants are: Cl[C:2](Cl)([O:4][C:5](=[O:11])OC(Cl)(Cl)Cl)Cl.[NH2:13][C:14]1[CH:19]=[CH:18][C:17]([C:20]#[C:21][C:22]#[N:23])=[CH:16][CH:15]=1.C(N(CC)CC)C.[CH:31]12[CH:39](CO)[CH:38]1[CH2:37][CH2:36][C:35]#[C:34][CH2:33][CH2:32]2.